This data is from Catalyst prediction with 721,799 reactions and 888 catalyst types from USPTO. The task is: Predict which catalyst facilitates the given reaction. (1) The catalyst class is: 5. Reactant: C([O-])(=O)C.[NH4+].[NH2:6][CH2:7][CH2:8][SH:9].[CH3:10][O:11][C:12]([O:17][CH3:18])([CH2:15][CH3:16])[C:13]#N. Product: [CH3:10][O:11][C:12]([C:13]1[S:9][CH2:8][CH2:7][N:6]=1)([O:17][CH3:18])[CH2:15][CH3:16]. (2) Reactant: [N:1]([C:4]1[CH:5]=[N:6][CH:7]=[C:8]([C:15]([F:18])([F:17])[F:16])[C:9]=1[CH:10]([O:13][CH3:14])[O:11][CH3:12])=[N+]=[N-]. Product: [CH3:14][O:13][CH:10]([O:11][CH3:12])[C:9]1[C:8]([C:15]([F:16])([F:17])[F:18])=[CH:7][N:6]=[CH:5][C:4]=1[NH2:1]. The catalyst class is: 129. (3) Reactant: [CH2:1]([O:3][C:4]([C:6]1[NH:7][C:8]2[C:13]([CH:14]=1)=[C:12]([CH3:15])[C:11]([O:16][C:17]1[CH:22]=[CH:21][C:20]([OH:23])=[C:19]([C:24](=[O:32])[C:25]3[CH:30]=[CH:29][C:28]([F:31])=[CH:27][CH:26]=3)[CH:18]=1)=[C:10]([CH3:33])[CH:9]=2)=[O:5])[CH3:2].[BH4-].[Na+]. Product: [CH2:1]([O:3][C:4]([C:6]1[NH:7][C:8]2[C:13]([CH:14]=1)=[C:12]([CH3:15])[C:11]([O:16][C:17]1[CH:22]=[CH:21][C:20]([OH:23])=[C:19]([CH:24]([C:25]3[CH:26]=[CH:27][C:28]([F:31])=[CH:29][CH:30]=3)[OH:32])[CH:18]=1)=[C:10]([CH3:33])[CH:9]=2)=[O:5])[CH3:2]. The catalyst class is: 8.